From a dataset of Catalyst prediction with 721,799 reactions and 888 catalyst types from USPTO. Predict which catalyst facilitates the given reaction. Reactant: [N:1]1[NH:2][N:3]=[N:4][C:5]=1[C:6]1[S:21][C:9]2=[CH:10][N:11]=[CH:12][C:13]([C:14]3[CH:19]=[CH:18][C:17]([NH2:20])=[CH:16][CH:15]=3)=[C:8]2[CH:7]=1.[F:22][C:23]([F:34])([F:33])[C:24]1[CH:25]=[C:26]([CH:30]=[CH:31][CH:32]=1)[C:27](Cl)=[O:28]. Product: [N:4]1[NH:3][N:2]=[N:1][C:5]=1[C:6]1[S:21][C:9]2=[CH:10][N:11]=[CH:12][C:13]([C:14]3[CH:15]=[CH:16][C:17]([NH:20][C:27](=[O:28])[C:26]4[CH:30]=[CH:31][CH:32]=[C:24]([C:23]([F:22])([F:33])[F:34])[CH:25]=4)=[CH:18][CH:19]=3)=[C:8]2[CH:7]=1. The catalyst class is: 17.